This data is from NCI-60 drug combinations with 297,098 pairs across 59 cell lines. The task is: Regression. Given two drug SMILES strings and cell line genomic features, predict the synergy score measuring deviation from expected non-interaction effect. (1) Drug 1: CC1OCC2C(O1)C(C(C(O2)OC3C4COC(=O)C4C(C5=CC6=C(C=C35)OCO6)C7=CC(=C(C(=C7)OC)O)OC)O)O. Drug 2: C1CN(CCN1C(=O)CCBr)C(=O)CCBr. Cell line: 786-0. Synergy scores: CSS=41.2, Synergy_ZIP=-5.54, Synergy_Bliss=0.0263, Synergy_Loewe=-15.8, Synergy_HSA=0.695. (2) Drug 1: CC1=C(C(CCC1)(C)C)C=CC(=CC=CC(=CC(=O)O)C)C. Drug 2: CN1C(=O)N2C=NC(=C2N=N1)C(=O)N. Cell line: PC-3. Synergy scores: CSS=-0.384, Synergy_ZIP=-1.00, Synergy_Bliss=-2.30, Synergy_Loewe=-2.86, Synergy_HSA=-2.74. (3) Drug 1: CN(CC1=CN=C2C(=N1)C(=NC(=N2)N)N)C3=CC=C(C=C3)C(=O)NC(CCC(=O)O)C(=O)O. Drug 2: C1CNP(=O)(OC1)N(CCCl)CCCl. Cell line: SNB-19. Synergy scores: CSS=25.1, Synergy_ZIP=-0.357, Synergy_Bliss=0.259, Synergy_Loewe=-58.4, Synergy_HSA=-0.567. (4) Cell line: OVCAR-4. Drug 2: CC1=CC=C(C=C1)C2=CC(=NN2C3=CC=C(C=C3)S(=O)(=O)N)C(F)(F)F. Synergy scores: CSS=0.887, Synergy_ZIP=-1.98, Synergy_Bliss=-4.57, Synergy_Loewe=-9.21, Synergy_HSA=-5.41. Drug 1: C1=CC(=CC=C1CCCC(=O)O)N(CCCl)CCCl. (5) Drug 1: C1=CC(=CC=C1CC(C(=O)O)N)N(CCCl)CCCl.Cl. Drug 2: C1CNP(=O)(OC1)N(CCCl)CCCl. Cell line: LOX IMVI. Synergy scores: CSS=6.96, Synergy_ZIP=-0.314, Synergy_Bliss=3.63, Synergy_Loewe=-17.6, Synergy_HSA=2.51. (6) Drug 1: C1=CC(=C2C(=C1NCCNCCO)C(=O)C3=C(C=CC(=C3C2=O)O)O)NCCNCCO. Drug 2: B(C(CC(C)C)NC(=O)C(CC1=CC=CC=C1)NC(=O)C2=NC=CN=C2)(O)O. Cell line: KM12. Synergy scores: CSS=34.7, Synergy_ZIP=3.88, Synergy_Bliss=2.45, Synergy_Loewe=5.11, Synergy_HSA=5.07. (7) Drug 1: C1=C(C(=O)NC(=O)N1)N(CCCl)CCCl. Drug 2: COC1=NC(=NC2=C1N=CN2C3C(C(C(O3)CO)O)O)N. Cell line: HOP-92. Synergy scores: CSS=25.1, Synergy_ZIP=-2.67, Synergy_Bliss=9.42, Synergy_Loewe=6.62, Synergy_HSA=9.94.